This data is from Reaction yield outcomes from USPTO patents with 853,638 reactions. The task is: Predict the reaction yield, written as a fraction of the theoretical maximum amount of product (1.0 means a 100% yield; for example, 0.34 means a 34% yield). (1) The reactants are CN(C(ON1N=NC2C=CC=NC1=2)=[N+](C)C)C.F[P-](F)(F)(F)(F)F.[Cl:25][C:26]1[C:30]([CH:31]=[O:32])=[CH:29][NH:28][C:27]=1[C:33]([OH:35])=O.[NH2:36][CH2:37][C:38]1[C:39]([F:55])=[C:40]([O:45][C:46]2[CH:47]=[C:48]([CH:51]=[C:52]([Cl:54])[CH:53]=2)[C:49]#[N:50])[C:41]([Cl:44])=[CH:42][CH:43]=1.CCN(C(C)C)C(C)C. The catalyst is CN(C=O)C. The product is [Cl:25][C:26]1[C:30]([CH:31]=[O:32])=[CH:29][NH:28][C:27]=1[C:33]([NH:36][CH2:37][C:38]1[CH:43]=[CH:42][C:41]([Cl:44])=[C:40]([O:45][C:46]2[CH:47]=[C:48]([C:49]#[N:50])[CH:51]=[C:52]([Cl:54])[CH:53]=2)[C:39]=1[F:55])=[O:35]. The yield is 0.180. (2) The reactants are [CH:1]1([C:4]([OH:6])=O)[CH2:3][CH2:2]1.C(N1[CH:18]=[CH:17]N=C1)(N1C=CN=C1)=O.Cl.[OH2:20].[CH3:21]N(C)C=O. No catalyst specified. The product is [CH:1]1([C:4](=[O:6])[CH2:21][C:17](=[O:20])[CH3:18])[CH2:3][CH2:2]1. The yield is 0.240. (3) The catalyst is C(Cl)Cl. The reactants are [N:1]1([C:7](Cl)=[O:8])[CH2:6][CH2:5][CH2:4][CH2:3][CH2:2]1.[F:10][C:11]1[CH:12]=[CH:13][C:14]([NH:17][NH2:18])=[N:15][CH:16]=1.CCN(C(C)C)C(C)C. The yield is 0.840. The product is [F:10][C:11]1[CH:12]=[CH:13][C:14]([NH:17][NH:18][C:7]([N:1]2[CH2:6][CH2:5][CH2:4][CH2:3][CH2:2]2)=[O:8])=[N:15][CH:16]=1.